This data is from Reaction yield outcomes from USPTO patents with 853,638 reactions. The task is: Predict the reaction yield, written as a fraction of the theoretical maximum amount of product (1.0 means a 100% yield; for example, 0.34 means a 34% yield). (1) The reactants are [CH3:1][O:2][C:3]1[CH:15]=[CH:14][C:6]2[C:7]([CH2:10][C:11]([OH:13])=[O:12])=[CH:8][O:9][C:5]=2[CH:4]=1.C[O-].[Na+].[H][H]. The catalyst is CO. The product is [CH3:1][O:2][C:3]1[CH:15]=[CH:14][C:6]2[CH:7]([CH2:10][C:11]([OH:13])=[O:12])[CH2:8][O:9][C:5]=2[CH:4]=1. The yield is 0.884. (2) The reactants are CN(C)CCN(C)C.[C:9]1([CH3:15])[CH:14]=[CH:13][CH:12]=[CH:11][CH:10]=1.CCCCCC.[NH2:22][C:23]1[CH:28]=[N:27][CH:26]=[CH:25][N:24]=1. The catalyst is C1COCC1. The product is [NH2:22][C:23]1[C:28]([CH2:15][C:9]2[CH:14]=[CH:13][CH:12]=[CH:11][CH:10]=2)=[N:27][CH:26]=[CH:25][N:24]=1. The yield is 0.350.